The task is: Predict the reactants needed to synthesize the given product.. This data is from Retrosynthesis with 50K atom-mapped reactions and 10 reaction types from USPTO. (1) The reactants are: CCc1cc2c(N3CCN(C(=O)Cc4ccccc4)CC3)nc(Cl)nc2s1.NC(=O)CS. Given the product CCc1cc2c(N3CCN(C(=O)Cc4ccccc4)CC3)nc(SCC(N)=O)nc2s1, predict the reactants needed to synthesize it. (2) Given the product O=c1ccc2c([C@@H](O)CNCCc3ccc(OCC45CC6CC(CC(C6)C4)C5)cc3)ccc(O)c2[nH]1, predict the reactants needed to synthesize it. The reactants are: O=c1ccc2c([C@@H](O)CNCCc3ccc(OCC45CC6CC(CC(C6)C4)C5)cc3)ccc(OCc3ccccc3)c2[nH]1. (3) The reactants are: Cc1cn(-c2ccc(NC(N)=S)cc2Cl)cn1.O=C1C(Br)CCCC1c1ccccc1. Given the product Cc1cn(-c2ccc(Nc3nc4c(s3)CCCC4c3ccccc3)cc2Cl)cn1, predict the reactants needed to synthesize it. (4) Given the product CC(=O)N(Cc1ccccc1)C1C=C(C)C(=O)CC(C)(C)C1O, predict the reactants needed to synthesize it. The reactants are: CC(=O)OC(C)=O.CC1=CC(NCc2ccccc2)C(O)C(C)(C)CC1=O.